Predict which catalyst facilitates the given reaction. From a dataset of Catalyst prediction with 721,799 reactions and 888 catalyst types from USPTO. (1) Reactant: [OH:1][C:2]1[CH:3]=[C:4]2[C:13](=[CH:14][CH:15]=1)[CH:12]([C:16](=[O:18])[CH3:17])[CH:11]([C:19]1[CH:24]=[CH:23][C:22]([OH:25])=[CH:21][CH:20]=1)[CH:10]1[CH:5]2[CH2:6][CH2:7][CH2:8][CH2:9]1.[BH4-].[Na+]. Product: [OH:18][CH:16]([CH:12]1[C:13]2[CH:14]=[CH:15][C:2]([OH:1])=[CH:3][C:4]=2[CH:5]2[CH:10]([CH2:9][CH2:8][CH2:7][CH2:6]2)[CH:11]1[C:19]1[CH:24]=[CH:23][C:22]([OH:25])=[CH:21][CH:20]=1)[CH3:17]. The catalyst class is: 8. (2) The catalyst class is: 4. Reactant: [C:1]1([C:7]2[C:16]3[CH:15]=[CH:14][CH:13]=[CH:12][C:11]=3[N:10]=[C:9]3[C:17]4[C:22]([C:23](=O)[C:8]=23)=[CH:21][CH:20]=[CH:19][CH:18]=4)[CH:6]=[CH:5][CH:4]=[CH:3][CH:2]=1.CC1C=CC([N:30]([C:38]2C=CC=[CH:40][CH:39]=2)[C:31]2[CH:36]=[CH:35][C:34](C)=[CH:33][CH:32]=2)=CC=1.CS(O)(=O)=O.O=P12OP3(OP(OP(O3)(O1)=O)(=O)O2)=O. Product: [C:1]1([C:7]2[C:16]3[CH:15]=[CH:14][CH:13]=[CH:12][C:11]=3[N:10]=[C:9]3[C:17]4[C:22]([C:23]([C:34]5[CH:35]=[CH:36][C:31]6[N:30]([C:6]7[CH:1]=[CH:2][CH:3]=[CH:4][CH:5]=7)[C:38]7[C:39]([C:32]=6[CH:33]=5)=[CH:40][CH:7]=[CH:8][CH:9]=7)([C:34]5[CH:33]=[CH:32][C:31]6[N:30]([C:11]7[CH:12]=[CH:13][CH:14]=[CH:15][CH:16]=7)[C:38]7[C:18]([C:36]=6[CH:35]=5)=[CH:17][CH:22]=[CH:40][CH:39]=7)[C:8]=23)=[CH:21][CH:20]=[CH:19][CH:18]=4)[CH:6]=[CH:5][CH:4]=[CH:3][CH:2]=1. (3) Reactant: [NH2:1][C:2]1[CH:7]=[CH:6][CH:5]=[CH:4][C:3]=1[CH2:8][S:9]([O-:12])(=O)=[O:10].[Na+]. Product: [NH:1]1[C:2]2[CH:7]=[CH:6][CH:5]=[CH:4][C:3]=2[CH2:8][S:9]1(=[O:12])=[O:10]. The catalyst class is: 265. (4) Reactant: [Cl:1][C:2]1[CH:3]=[N+:4]([O-:27])[CH:5]=[C:6]([Cl:26])[C:7]=1[CH2:8][C@@H:9]([C:11]1[CH:16]=[CH:15][C:14]([O:17][CH:18]([F:20])[F:19])=[C:13]([O:21][CH2:22][CH:23]2[CH2:25][CH2:24]2)[CH:12]=1)[OH:10].[C:28]1([S:34]([CH2:37][CH2:38][N:39]2[CH2:43][CH2:42][CH2:41][C@H:40]2[C:44](O)=[O:45])(=[O:36])=[O:35])[CH:33]=[CH:32][CH:31]=[CH:30][CH:29]=1.C(Cl)CCl. Product: [Cl:1][C:2]1[CH:3]=[N+:4]([O-:27])[CH:5]=[C:6]([Cl:26])[C:7]=1[CH2:8][C@@H:9]([C:11]1[CH:16]=[CH:15][C:14]([O:17][CH:18]([F:20])[F:19])=[C:13]([O:21][CH2:22][CH:23]2[CH2:25][CH2:24]2)[CH:12]=1)[O:10][C:44]([C@@H:40]1[CH2:41][CH2:42][CH2:43][N:39]1[CH2:38][CH2:37][S:34]([C:28]1[CH:33]=[CH:32][CH:31]=[CH:30][CH:29]=1)(=[O:36])=[O:35])=[O:45]. The catalyst class is: 79. (5) Reactant: C([Si](C)(C)[O:6][C:7]1[C:8]([F:27])=[C:9]([CH:14]([NH:20][S:21]([C:23]([CH3:26])([CH3:25])[CH3:24])=[O:22])[CH:15]2[CH2:19][CH2:18][O:17][CH2:16]2)[CH:10]=[CH:11][C:12]=1[F:13])(C)(C)C.N1(C2CCCCCCCCCC2)CCCN=CCCCCC1. Product: [F:27][C:8]1[C:7]([OH:6])=[C:12]([F:13])[CH:11]=[CH:10][C:9]=1[CH:14]([NH:20][S:21]([C:23]([CH3:26])([CH3:25])[CH3:24])=[O:22])[CH:15]1[CH2:19][CH2:18][O:17][CH2:16]1. The catalyst class is: 47.